From a dataset of NCI-60 drug combinations with 297,098 pairs across 59 cell lines. Regression. Given two drug SMILES strings and cell line genomic features, predict the synergy score measuring deviation from expected non-interaction effect. (1) Drug 1: CN1C(=O)N2C=NC(=C2N=N1)C(=O)N. Drug 2: C1=NC(=NC(=O)N1C2C(C(C(O2)CO)O)O)N. Cell line: SF-539. Synergy scores: CSS=3.59, Synergy_ZIP=-3.81, Synergy_Bliss=-14.0, Synergy_Loewe=-45.3, Synergy_HSA=-14.4. (2) Drug 1: C1=NC2=C(N=C(N=C2N1C3C(C(C(O3)CO)O)O)F)N. Drug 2: CS(=O)(=O)CCNCC1=CC=C(O1)C2=CC3=C(C=C2)N=CN=C3NC4=CC(=C(C=C4)OCC5=CC(=CC=C5)F)Cl. Cell line: 786-0. Synergy scores: CSS=7.48, Synergy_ZIP=-2.50, Synergy_Bliss=0.248, Synergy_Loewe=-8.30, Synergy_HSA=-1.20. (3) Drug 1: CC1=C(C=C(C=C1)NC2=NC=CC(=N2)N(C)C3=CC4=NN(C(=C4C=C3)C)C)S(=O)(=O)N.Cl. Drug 2: CC1=C(C=C(C=C1)C(=O)NC2=CC(=CC(=C2)C(F)(F)F)N3C=C(N=C3)C)NC4=NC=CC(=N4)C5=CN=CC=C5. Cell line: TK-10. Synergy scores: CSS=13.0, Synergy_ZIP=5.32, Synergy_Bliss=9.14, Synergy_Loewe=2.79, Synergy_HSA=7.84. (4) Cell line: SK-MEL-28. Drug 1: CN1CCC(CC1)COC2=C(C=C3C(=C2)N=CN=C3NC4=C(C=C(C=C4)Br)F)OC. Drug 2: CC1OCC2C(O1)C(C(C(O2)OC3C4COC(=O)C4C(C5=CC6=C(C=C35)OCO6)C7=CC(=C(C(=C7)OC)O)OC)O)O. Synergy scores: CSS=12.3, Synergy_ZIP=-4.73, Synergy_Bliss=4.59, Synergy_Loewe=-6.40, Synergy_HSA=1.59. (5) Drug 1: CCCS(=O)(=O)NC1=C(C(=C(C=C1)F)C(=O)C2=CNC3=C2C=C(C=N3)C4=CC=C(C=C4)Cl)F. Drug 2: CC12CCC(CC1=CCC3C2CCC4(C3CC=C4C5=CN=CC=C5)C)O. Cell line: SK-MEL-2. Synergy scores: CSS=8.85, Synergy_ZIP=9.95, Synergy_Bliss=12.6, Synergy_Loewe=7.59, Synergy_HSA=8.12. (6) Drug 1: C1=NC2=C(N=C(N=C2N1C3C(C(C(O3)CO)O)F)Cl)N. Drug 2: C1C(C(OC1N2C=NC3=C2NC=NCC3O)CO)O. Cell line: SF-539. Synergy scores: CSS=-1.84, Synergy_ZIP=2.60, Synergy_Bliss=3.61, Synergy_Loewe=1.27, Synergy_HSA=0.0828.